Predict the reactants needed to synthesize the given product. From a dataset of Full USPTO retrosynthesis dataset with 1.9M reactions from patents (1976-2016). (1) Given the product [F:37][C:2]([F:1])([F:36])[C:3]1[CH:4]=[C:5]([CH:29]=[C:30]([C:32]([F:35])([F:34])[F:33])[CH:31]=1)[CH2:6][N:7]([CH2:15][C:16]1[CH:24]=[C:23]([C:25]([F:28])([F:27])[F:26])[CH:22]=[CH:21][C:39]=1[C:38]([N:40]([CH2:56][CH3:57])[CH2:41][CH2:42][C:43]([O:45][C:46]([CH3:48])([CH3:47])[CH3:49])=[O:44])=[O:50])[C:8]1[N:13]=[CH:12][C:11]([Br:14])=[CH:10][N:9]=1, predict the reactants needed to synthesize it. The reactants are: [F:1][C:2]([F:37])([F:36])[C:3]1[CH:4]=[C:5]([CH:29]=[C:30]([C:32]([F:35])([F:34])[F:33])[CH:31]=1)[CH2:6][N:7]([CH2:15][C:16]1[CH:24]=[C:23]([C:25]([F:28])([F:27])[F:26])[CH:22]=[CH:21]C=1C(O)=O)[C:8]1[N:13]=[CH:12][C:11]([Br:14])=[CH:10][N:9]=1.[CH2:38]([NH:40][CH2:41][CH2:42][C:43]([O:45][C:46]([CH3:49])([CH3:48])[CH3:47])=[O:44])[CH3:39].[OH2:50].O.ON1[C:57]2C=CC=C[C:56]=2N=N1.Cl.C(N=C=NCCCN(C)C)C. (2) Given the product [ClH:23].[ClH:23].[CH3:1][C:2]1([CH3:22])[CH2:8][NH:7][CH2:6][CH2:5][CH2:4][N:3]1[S:9]([C:12]1[CH:13]=[C:14]2[C:19](=[CH:20][CH:21]=1)[CH:18]=[N:17][CH:16]=[CH:15]2)(=[O:11])=[O:10], predict the reactants needed to synthesize it. The reactants are: [CH3:1][C:2]1([CH3:22])[CH2:8][NH:7][CH2:6][CH2:5][CH2:4][N:3]1[S:9]([C:12]1[CH:13]=[C:14]2[C:19](=[CH:20][CH:21]=1)[CH:18]=[N:17][CH:16]=[CH:15]2)(=[O:11])=[O:10].[ClH:23].C(OCC)C. (3) Given the product [F:27][C:13]([F:12])([C:23]([F:24])([F:25])[F:26])[CH2:14][CH2:15][CH2:16][S:17]([CH2:18][CH2:19][CH2:20][CH2:21][OH:22])=[O:9], predict the reactants needed to synthesize it. The reactants are: C1C=C(Cl)C=C(C(OO)=[O:9])C=1.[F:12][C:13]([F:27])([C:23]([F:26])([F:25])[F:24])[CH2:14][CH2:15][CH2:16][S:17][CH2:18][CH2:19][CH2:20][CH2:21][OH:22]. (4) Given the product [Br:11][C:7]1[CH:8]=[CH:9][CH:10]=[C:2]([NH:1][C:20](=[O:21])[CH2:19][Cl:18])[C:3]=1[C:4]([OH:6])=[O:5], predict the reactants needed to synthesize it. The reactants are: [NH2:1][C:2]1[CH:10]=[CH:9][CH:8]=[C:7]([Br:11])[C:3]=1[C:4]([OH:6])=[O:5].N1C=CC=CC=1.[Cl:18][CH2:19][C:20](Cl)=[O:21]. (5) The reactants are: [NH2:1][C:2]1[C:7]([C:8]([C:10]2[C:15]([F:16])=[C:14]([F:17])[CH:13]=[C:12]([O:18][Si:19]([C:22]([CH3:25])([CH3:24])[CH3:23])([CH3:21])[CH3:20])[C:11]=2[O:26][CH3:27])=[O:9])=[CH:6][N:5]=[C:4](Cl)[N:3]=1.FC(F)(F)C(O)=O.[CH3:36][S:37]([N:40]1[CH2:45][CH2:44][CH:43]([NH2:46])[CH2:42][CH2:41]1)(=[O:39])=[O:38].C(N(C(C)C)CC)(C)C. Given the product [NH2:1][C:2]1[C:7]([C:8]([C:10]2[C:15]([F:16])=[C:14]([F:17])[CH:13]=[C:12]([O:18][Si:19]([C:22]([CH3:25])([CH3:24])[CH3:23])([CH3:21])[CH3:20])[C:11]=2[O:26][CH3:27])=[O:9])=[CH:6][N:5]=[C:4]([NH:46][CH:43]2[CH2:44][CH2:45][N:40]([S:37]([CH3:36])(=[O:39])=[O:38])[CH2:41][CH2:42]2)[N:3]=1, predict the reactants needed to synthesize it.